From a dataset of Catalyst prediction with 721,799 reactions and 888 catalyst types from USPTO. Predict which catalyst facilitates the given reaction. (1) Reactant: COC1C=CC(C[NH:8][C:9]2[N:14]3[N:15]=[CH:16][CH:17]=[C:13]3[N:12]=[C:11]([NH:18][CH:19]3[CH2:24][CH2:23][CH2:22][N:21]([C:25]([O:27][C:28]([CH3:31])([CH3:30])[CH3:29])=[O:26])[CH2:20]3)[C:10]=2[CH3:32])=CC=1.[H][H]. Product: [NH2:8][C:9]1[N:14]2[N:15]=[CH:16][CH:17]=[C:13]2[N:12]=[C:11]([NH:18][CH:19]2[CH2:24][CH2:23][CH2:22][N:21]([C:25]([O:27][C:28]([CH3:30])([CH3:29])[CH3:31])=[O:26])[CH2:20]2)[C:10]=1[CH3:32]. The catalyst class is: 19. (2) Reactant: [Si](C=[N+]=[N-])(C)(C)[CH3:2].[NH2:8][C:9]1([C:25]([OH:27])=[O:26])[CH:18]2[CH2:19][N:20]([CH3:23])[CH2:21][CH2:22][CH:17]2[O:16][C:15]2[CH:14]=[CH:13][C:12]([Br:24])=[CH:11][C:10]1=2.C1COCC1. Product: [NH2:8][C:9]1([C:25]([O:27][CH3:2])=[O:26])[CH:18]2[CH2:19][N:20]([CH3:23])[CH2:21][CH2:22][CH:17]2[O:16][C:15]2[CH:14]=[CH:13][C:12]([Br:24])=[CH:11][C:10]1=2. The catalyst class is: 5. (3) Reactant: [N+:1]([C:4]1[CH:9]=[CH:8][C:7]([C:10](=O)[CH2:11][NH:12][C:13](=O)[C:14]([O:16][CH2:17][CH3:18])=[O:15])=[CH:6][CH:5]=1)([O-:3])=[O:2].COC1C=CC(P2(SP(C3C=CC(OC)=CC=3)(=S)S2)=[S:30])=CC=1.O.C([O-])([O-])=O.[Na+].[Na+]. Product: [N+:1]([C:4]1[CH:9]=[CH:8][C:7]([C:10]2[S:30][C:13]([C:14]([O:16][CH2:17][CH3:18])=[O:15])=[N:12][CH:11]=2)=[CH:6][CH:5]=1)([O-:3])=[O:2]. The catalyst class is: 225. (4) Reactant: [CH:1]([C:4]1[C:8]([CH2:9][CH2:10][CH2:11][OH:12])=[CH:7][N:6]([C:13]2[CH:18]=[CH:17][C:16]([C:19]([F:22])([F:21])[F:20])=[CH:15][N:14]=2)[N:5]=1)([CH3:3])[CH3:2].O[C:24]1[CH:25]=[C:26]([CH2:30][C:31]([O:33]C)=[O:32])[CH:27]=[CH:28][CH:29]=1.C1(P(C2C=CC=CC=2)C2C=CC=CC=2)C=CC=CC=1.N(C(OCC)=O)=NC(OCC)=O. Product: [CH:1]([C:4]1[C:8]([CH2:9][CH2:10][CH2:11][O:12][C:24]2[CH:25]=[C:26]([CH2:30][C:31]([OH:33])=[O:32])[CH:27]=[CH:28][CH:29]=2)=[CH:7][N:6]([C:13]2[CH:18]=[CH:17][C:16]([C:19]([F:21])([F:20])[F:22])=[CH:15][N:14]=2)[N:5]=1)([CH3:3])[CH3:2]. The catalyst class is: 359. (5) Reactant: [CH3:1][C:2]1[C:3]([N:8]([C@@H:26]2[CH2:31][CH2:30][CH2:29][N:28](C(OC(C)(C)C)=O)[CH2:27]2)[C:9](=[O:25])[C:10]2[CH:15]=[CH:14][C:13]([C:16]3[CH:17]=[N:18][N:19]4[CH:24]=[CH:23][CH:22]=[N:21][C:20]=34)=[CH:12][CH:11]=2)=[N:4][CH:5]=[CH:6][CH:7]=1.[ClH:39].O1CCOCC1. Product: [ClH:39].[CH3:1][C:2]1[C:3]([N:8]([C@@H:26]2[CH2:31][CH2:30][CH2:29][NH:28][CH2:27]2)[C:9](=[O:25])[C:10]2[CH:15]=[CH:14][C:13]([C:16]3[CH:17]=[N:18][N:19]4[CH:24]=[CH:23][CH:22]=[N:21][C:20]=34)=[CH:12][CH:11]=2)=[N:4][CH:5]=[CH:6][CH:7]=1. The catalyst class is: 12.